From a dataset of Full USPTO retrosynthesis dataset with 1.9M reactions from patents (1976-2016). Predict the reactants needed to synthesize the given product. Given the product [CH3:19][C:18]1([CH3:20])[C:14]([CH3:13])([CH3:28])[O:15][B:16]([C:21]2[CH:26]=[CH:25][C:24]([O:27][CH2:2][C:3]3[CH:12]=[CH:11][C:10]4[C:5](=[CH:6][CH:7]=[CH:8][CH:9]=4)[N:4]=3)=[CH:23][CH:22]=2)[O:17]1, predict the reactants needed to synthesize it. The reactants are: Cl[CH2:2][C:3]1[CH:12]=[CH:11][C:10]2[C:5](=[CH:6][CH:7]=[CH:8][CH:9]=2)[N:4]=1.[CH3:13][C:14]1([CH3:28])[C:18]([CH3:20])([CH3:19])[O:17][B:16]([C:21]2[CH:26]=[CH:25][C:24]([OH:27])=[CH:23][CH:22]=2)[O:15]1.